Dataset: Full USPTO retrosynthesis dataset with 1.9M reactions from patents (1976-2016). Task: Predict the reactants needed to synthesize the given product. (1) Given the product [F:22][C:16]1[CH:17]=[CH:18][C:19]([F:21])=[CH:20][C:15]=1[C:13]1[CH2:12][N:11]([C:23]([N:39]2[CH2:44][CH2:43][CH2:42][CH2:41][CH2:40]2)=[O:24])[C:10]([CH2:9][OH:8])([C:26]2[CH:27]=[CH:28][CH:29]=[CH:30][CH:31]=2)[CH:14]=1, predict the reactants needed to synthesize it. The reactants are: [Si]([O:8][CH2:9][C:10]1([C:26]2[CH:31]=[CH:30][CH:29]=[CH:28][CH:27]=2)[CH:14]=[C:13]([C:15]2[CH:20]=[C:19]([F:21])[CH:18]=[CH:17][C:16]=2[F:22])[CH2:12][N:11]1[C:23](Cl)=[O:24])(C(C)(C)C)(C)C.C(N(CC)CC)C.[NH:39]1[CH2:44][CH2:43][CH2:42][CH2:41][CH2:40]1.FC(F)(F)C(O)=O. (2) Given the product [C:1]1([CH3:25])[CH:2]=[CH:3][C:4]([S:7]([N:10]2[CH:14]=[CH:13][C:12]([C@@H:15]([NH:18][S:19]([C:21]([CH3:24])([CH3:23])[CH3:22])=[O:20])[CH2:16][CH3:17])=[N:11]2)(=[O:9])=[O:8])=[CH:5][CH:6]=1, predict the reactants needed to synthesize it. The reactants are: [C:1]1([CH3:25])[CH:6]=[CH:5][C:4]([S:7]([N:10]2[CH:14]=[CH:13][C:12](/[C:15](=[N:18]/[S:19]([C:21]([CH3:24])([CH3:23])[CH3:22])=[O:20])/[CH2:16][CH3:17])=[N:11]2)(=[O:9])=[O:8])=[CH:3][CH:2]=1.CCC(C)[BH-](C(C)CC)C(C)CC.[Li+]. (3) The reactants are: C(N(CC)CC)C.[C:8]1(=[O:14])[NH:12][C:11](=[O:13])[CH:10]=[CH:9]1.[S:15]([CH2:31][CH2:32][N:33]=[N+:34]=[N-:35])([C:18]1[C:30]2[CH:29]=[CH:28][CH:27]=[C:23]([N:24]([CH3:26])[CH3:25])[C:22]=2[CH:21]=[CH:20][CH:19]=1)(=[O:17])=[O:16]. Given the product [C:11]1(=[O:13])[NH:12][C:8](=[O:14])[CH:9]=[CH:10]1.[S:15]([C:31]1[N:35]=[N:34][NH:33][CH:32]=1)([C:18]1[C:30]2[CH:29]=[CH:28][CH:27]=[C:23]([N:24]([CH3:25])[CH3:26])[C:22]=2[CH:21]=[CH:20][CH:19]=1)(=[O:16])=[O:17], predict the reactants needed to synthesize it.